From a dataset of Reaction yield outcomes from USPTO patents with 853,638 reactions. Predict the reaction yield, written as a fraction of the theoretical maximum amount of product (1.0 means a 100% yield; for example, 0.34 means a 34% yield). (1) The reactants are C(O[C:4]([C:6]1[CH:7]=[C:8]2[C:12](=[CH:13][CH:14]=1)[NH:11][N:10]=[C:9]2[C:15]1[CH:24]=[CH:23][C:22]2[C:17](=[CH:18][CH:19]=[C:20]([O:25][CH2:26][CH2:27][N:28]3[CH2:32][CH2:31][CH2:30][CH2:29]3)[CH:21]=2)[CH:16]=1)=[NH:5])C.[C:33]([NH:36][NH2:37])(=O)[CH3:34].C(N(CC)CC)C. No catalyst specified. The product is [CH3:34][C:33]1[NH:36][N:37]=[C:4]([C:6]2[CH:7]=[C:8]3[C:12](=[CH:13][CH:14]=2)[NH:11][N:10]=[C:9]3[C:15]2[CH:24]=[CH:23][C:22]3[C:17](=[CH:18][CH:19]=[C:20]([O:25][CH2:26][CH2:27][N:28]4[CH2:29][CH2:30][CH2:31][CH2:32]4)[CH:21]=3)[CH:16]=2)[N:5]=1. The yield is 0.200. (2) The reactants are [CH3:1][C@:2]12[CH2:19][CH2:18][C@H:17]3[C@@H:7]([CH2:8][CH2:9][C@@H:10]4[C@:15]3([CH3:16])[CH2:14][CH:13]=[CH:12][CH2:11]4)[C@@H:6]1[CH2:5][CH2:4][C:3]2=[O:20].C1C=C(Cl)C=C(C(OO)=[O:29])C=1. The catalyst is ClCCl. The product is [O:29]1[C@H:12]2[CH2:11][CH:10]3[C@:15]([CH3:16])([CH2:14][C@@H:13]12)[C@@H:17]1[C@H:7]([C@H:6]2[C@@:2]([CH2:19][CH2:18]1)([CH3:1])[C:3](=[O:20])[CH2:4][CH2:5]2)[CH2:8][CH2:9]3. The yield is 0.780. (3) The reactants are [CH3:1][O:2][C:3]1[CH:4]=[C:5]2[C:10](=[CH:11][C:12]=1[O:13][CH3:14])[N:9]=[CH:8][CH:7]=[C:6]2[O:15][C:16]1[CH:22]=[CH:21][C:19]([NH2:20])=[CH:18][CH:17]=1.C1(C)C=CC=CC=1.C(N(CC)CC)C.ClC(Cl)(O[C:41](=[O:47])[O:42][C:43](Cl)(Cl)Cl)Cl.[Cl:49][C:50]1[CH:60]=[CH:59][CH:58]=[CH:57][C:51]=1[O:52][CH2:53][CH2:54]CO. The catalyst is C(Cl)Cl. The product is [CH3:1][O:2][C:3]1[CH:4]=[C:5]2[C:10](=[CH:11][C:12]=1[O:13][CH3:14])[N:9]=[CH:8][CH:7]=[C:6]2[O:15][C:16]1[CH:22]=[CH:21][C:19]([NH:20][C:41](=[O:47])[O:42][CH2:43][CH2:54][CH2:53][O:52][C:51]2[CH:57]=[CH:58][CH:59]=[CH:60][C:50]=2[Cl:49])=[CH:18][CH:17]=1. The yield is 0.690. (4) The reactants are [Cl-].O[NH3+:3].[C:4](=[O:7])([O-])[OH:5].[Na+].CS(C)=O.[CH2:13]([C:17]1[N:18]=[C:19]([CH3:52])[N:20]([CH2:39][C:40]([CH3:51])([CH3:50])[CH2:41][O:42][Si](C(C)(C)C)(C)C)[C:21](=[O:38])[C:22]=1[CH2:23][C:24]1[CH:29]=[CH:28][C:27]([C:30]2[C:31]([C:36]#[N:37])=[CH:32][CH:33]=[CH:34][CH:35]=2)=[CH:26][CH:25]=1)[CH2:14][CH2:15][CH3:16]. The catalyst is C(OCC)(=O)C. The product is [CH2:13]([C:17]1[N:18]=[C:19]([CH3:52])[N:20]([CH2:39][C:40]([CH3:50])([CH3:51])[CH2:41][OH:42])[C:21](=[O:38])[C:22]=1[CH2:23][C:24]1[CH:29]=[CH:28][C:27]([C:30]2[CH:35]=[CH:34][CH:33]=[CH:32][C:31]=2[C:36]2[NH:3][C:4](=[O:7])[O:5][N:37]=2)=[CH:26][CH:25]=1)[CH2:14][CH2:15][CH3:16]. The yield is 0.480. (5) The reactants are Cl.Cl[C:3]1[CH:8]=[CH:7][N:6]=[CH:5][N:4]=1.[NH:9]1[CH2:14][CH2:13][CH:12]([C:15]([O:17][CH2:18][CH3:19])=[O:16])[CH2:11][CH2:10]1. No catalyst specified. The product is [N:6]1[CH:7]=[CH:8][C:3]([N:9]2[CH2:14][CH2:13][CH:12]([C:15]([O:17][CH2:18][CH3:19])=[O:16])[CH2:11][CH2:10]2)=[N:4][CH:5]=1. The yield is 0.460. (6) The reactants are [CH3:1][N:2]1[CH2:7][CH:6]=[C:5]([C:8]2[CH:13]=[CH:12][CH:11]=[C:10]([O:14][CH:15]([CH3:17])[CH3:16])[CH:9]=2)[C@H:4]([CH3:18])[CH2:3]1.[CH2:19]([Li])[CH2:20][CH2:21]C.Cl.C1C[O:28]CC1. No catalyst specified. The product is [CH3:16][CH:15]([O:14][C:10]1[CH:9]=[C:8]([C@@:5]23[CH2:6][C@H:7]([CH2:19][C:20](=[O:28])[CH2:21]2)[N:2]([CH3:1])[CH2:3][C@H:4]3[CH3:18])[CH:13]=[CH:12][CH:11]=1)[CH3:17]. The yield is 0.700. (7) The reactants are [CH2:1]([O:3][C:4](=[O:16])/[C:5](/[O-])=[CH:6]/[C:7](=O)[C:8]1[CH:13]=[CH:12][CH:11]=[CH:10][CH:9]=1)[CH3:2].[Li+].S(O)(O)(=O)=O.[CH2:23]([NH:27][NH2:28])[CH:24]([CH3:26])[CH3:25]. The catalyst is C(O)C.CN(C=O)C. The product is [CH2:23]([N:27]1[C:7]([C:8]2[CH:13]=[CH:12][CH:11]=[CH:10][CH:9]=2)=[CH:6][C:5]([C:4]([O:3][CH2:1][CH3:2])=[O:16])=[N:28]1)[CH:24]([CH3:26])[CH3:25]. The yield is 0.940.